From a dataset of Peptide-MHC class I binding affinity with 185,985 pairs from IEDB/IMGT. Regression. Given a peptide amino acid sequence and an MHC pseudo amino acid sequence, predict their binding affinity value. This is MHC class I binding data. (1) The peptide sequence is ICSAVPVHW. The MHC is HLA-B15:17 with pseudo-sequence HLA-B15:17. The binding affinity (normalized) is 0.453. (2) The peptide sequence is VILFIMFML. The MHC is HLA-A02:03 with pseudo-sequence HLA-A02:03. The binding affinity (normalized) is 0.425. (3) The peptide sequence is FLGGHVAVA. The MHC is HLA-A02:01 with pseudo-sequence HLA-A02:01. The binding affinity (normalized) is 0.614. (4) The peptide sequence is ATAWRTGGY. The MHC is HLA-A24:03 with pseudo-sequence HLA-A24:03. The binding affinity (normalized) is 0.0847.